Dataset: NCI-60 drug combinations with 297,098 pairs across 59 cell lines. Task: Regression. Given two drug SMILES strings and cell line genomic features, predict the synergy score measuring deviation from expected non-interaction effect. (1) Drug 1: C1=CC(=CC=C1CCC2=CNC3=C2C(=O)NC(=N3)N)C(=O)NC(CCC(=O)O)C(=O)O. Drug 2: COC1=CC(=CC(=C1O)OC)C2C3C(COC3=O)C(C4=CC5=C(C=C24)OCO5)OC6C(C(C7C(O6)COC(O7)C8=CC=CS8)O)O. Cell line: A549. Synergy scores: CSS=45.2, Synergy_ZIP=-8.17, Synergy_Bliss=-8.98, Synergy_Loewe=-3.07, Synergy_HSA=-0.940. (2) Drug 1: C1=CN(C=N1)CC(O)(P(=O)(O)O)P(=O)(O)O. Drug 2: CC(C)(C#N)C1=CC(=CC(=C1)CN2C=NC=N2)C(C)(C)C#N. Cell line: HCT116. Synergy scores: CSS=-1.36, Synergy_ZIP=-0.530, Synergy_Bliss=-0.660, Synergy_Loewe=-8.52, Synergy_HSA=-6.04. (3) Drug 1: C1C(C(OC1N2C=NC3=C2NC=NCC3O)CO)O. Drug 2: CC1C(C(CC(O1)OC2CC(CC3=C2C(=C4C(=C3O)C(=O)C5=CC=CC=C5C4=O)O)(C(=O)C)O)N)O. Cell line: SK-OV-3. Synergy scores: CSS=25.2, Synergy_ZIP=1.97, Synergy_Bliss=0.291, Synergy_Loewe=-26.8, Synergy_HSA=-2.12. (4) Drug 1: COC1=C(C=C2C(=C1)N=CN=C2NC3=CC(=C(C=C3)F)Cl)OCCCN4CCOCC4. Drug 2: CCCCCOC(=O)NC1=NC(=O)N(C=C1F)C2C(C(C(O2)C)O)O. Cell line: MALME-3M. Synergy scores: CSS=25.0, Synergy_ZIP=-0.391, Synergy_Bliss=0.0836, Synergy_Loewe=-32.8, Synergy_HSA=-1.27. (5) Synergy scores: CSS=6.32, Synergy_ZIP=-2.86, Synergy_Bliss=-2.77, Synergy_Loewe=-53.2, Synergy_HSA=-1.59. Cell line: SF-539. Drug 2: CCC1(CC2CC(C3=C(CCN(C2)C1)C4=CC=CC=C4N3)(C5=C(C=C6C(=C5)C78CCN9C7C(C=CC9)(C(C(C8N6C)(C(=O)OC)O)OC(=O)C)CC)OC)C(=O)OC)O.OS(=O)(=O)O. Drug 1: C1=CC=C(C=C1)NC(=O)CCCCCCC(=O)NO. (6) Drug 1: CS(=O)(=O)C1=CC(=C(C=C1)C(=O)NC2=CC(=C(C=C2)Cl)C3=CC=CC=N3)Cl. Cell line: EKVX. Synergy scores: CSS=42.8, Synergy_ZIP=1.94, Synergy_Bliss=3.34, Synergy_Loewe=-18.3, Synergy_HSA=3.72. Drug 2: CCC1(CC2CC(C3=C(CCN(C2)C1)C4=CC=CC=C4N3)(C5=C(C=C6C(=C5)C78CCN9C7C(C=CC9)(C(C(C8N6C=O)(C(=O)OC)O)OC(=O)C)CC)OC)C(=O)OC)O.OS(=O)(=O)O. (7) Drug 1: CCC1=CC2CC(C3=C(CN(C2)C1)C4=CC=CC=C4N3)(C5=C(C=C6C(=C5)C78CCN9C7C(C=CC9)(C(C(C8N6C)(C(=O)OC)O)OC(=O)C)CC)OC)C(=O)OC.C(C(C(=O)O)O)(C(=O)O)O. Synergy scores: CSS=53.3, Synergy_ZIP=-4.15, Synergy_Bliss=-5.00, Synergy_Loewe=-13.9, Synergy_HSA=-3.47. Drug 2: CC1=C2C(C(=O)C3(C(CC4C(C3C(C(C2(C)C)(CC1OC(=O)C(C(C5=CC=CC=C5)NC(=O)OC(C)(C)C)O)O)OC(=O)C6=CC=CC=C6)(CO4)OC(=O)C)O)C)O. Cell line: HS 578T. (8) Synergy scores: CSS=52.9, Synergy_ZIP=8.51, Synergy_Bliss=7.17, Synergy_Loewe=-25.5, Synergy_HSA=5.48. Drug 2: CCC1(CC2CC(C3=C(CCN(C2)C1)C4=CC=CC=C4N3)(C5=C(C=C6C(=C5)C78CCN9C7C(C=CC9)(C(C(C8N6C=O)(C(=O)OC)O)OC(=O)C)CC)OC)C(=O)OC)O.OS(=O)(=O)O. Drug 1: CS(=O)(=O)C1=CC(=C(C=C1)C(=O)NC2=CC(=C(C=C2)Cl)C3=CC=CC=N3)Cl. Cell line: HCC-2998. (9) Drug 1: CCCS(=O)(=O)NC1=C(C(=C(C=C1)F)C(=O)C2=CNC3=C2C=C(C=N3)C4=CC=C(C=C4)Cl)F. Drug 2: C(CN)CNCCSP(=O)(O)O. Cell line: MDA-MB-231. Synergy scores: CSS=-6.47, Synergy_ZIP=1.72, Synergy_Bliss=-0.113, Synergy_Loewe=-2.65, Synergy_HSA=-2.40.